The task is: Regression. Given two drug SMILES strings and cell line genomic features, predict the synergy score measuring deviation from expected non-interaction effect.. This data is from NCI-60 drug combinations with 297,098 pairs across 59 cell lines. Drug 1: C1CN(CCN1C(=O)CCBr)C(=O)CCBr. Drug 2: B(C(CC(C)C)NC(=O)C(CC1=CC=CC=C1)NC(=O)C2=NC=CN=C2)(O)O. Cell line: MOLT-4. Synergy scores: CSS=84.5, Synergy_ZIP=-1.74, Synergy_Bliss=-0.889, Synergy_Loewe=0.419, Synergy_HSA=0.708.